Dataset: Reaction yield outcomes from USPTO patents with 853,638 reactions. Task: Predict the reaction yield, written as a fraction of the theoretical maximum amount of product (1.0 means a 100% yield; for example, 0.34 means a 34% yield). (1) The reactants are Cl[C:2]1[N:6]2[CH:7]=[C:8]([F:11])[CH:9]=[CH:10][C:5]2=[N:4][N:3]=1.[OH:12][CH2:13][CH2:14][N:15]1[CH2:20][CH2:19][NH:18][CH2:17][CH2:16]1. The catalyst is CC(N(C)C)=O. The product is [F:11][C:8]1[CH:9]=[CH:10][C:5]2[N:6]([C:2]([N:18]3[CH2:19][CH2:20][N:15]([CH2:14][CH2:13][OH:12])[CH2:16][CH2:17]3)=[N:3][N:4]=2)[CH:7]=1. The yield is 0.230. (2) The reactants are Cl.[NH2:2][CH2:3][C:4](=O)[CH2:5][CH2:6][CH2:7][C:8]([OH:10])=[O:9].[C:12]([O:18][CH2:19][CH3:20])(=[O:17])[CH2:13][C:14]([CH3:16])=O.C(O[Na])(C)=O.Cl. The catalyst is O. The product is [CH2:19]([O:18][C:12]([C:13]1[C:4]([CH2:5][CH2:6][CH2:7][C:8]([OH:10])=[O:9])=[CH:3][NH:2][C:14]=1[CH3:16])=[O:17])[CH3:20]. The yield is 0.600.